This data is from Peptide-MHC class I binding affinity with 185,985 pairs from IEDB/IMGT. The task is: Regression. Given a peptide amino acid sequence and an MHC pseudo amino acid sequence, predict their binding affinity value. This is MHC class I binding data. (1) The peptide sequence is RLTGREGAV. The MHC is HLA-A01:01 with pseudo-sequence HLA-A01:01. The binding affinity (normalized) is 0.0847. (2) The peptide sequence is LSIVVDINK. The MHC is HLA-A03:01 with pseudo-sequence HLA-A03:01. The binding affinity (normalized) is 0.211.